Predict the reactants needed to synthesize the given product. From a dataset of Full USPTO retrosynthesis dataset with 1.9M reactions from patents (1976-2016). (1) Given the product [CH2:1]([N:3]1[CH2:4][CH2:5][N:6]([C:9]2[CH:10]=[C:11]([NH:15][CH3:16])[CH:12]=[CH:13][CH:14]=2)[CH2:7][CH2:8]1)[CH3:2], predict the reactants needed to synthesize it. The reactants are: [CH2:1]([N:3]1[CH2:8][CH2:7][N:6]([C:9]2[CH:10]=[C:11]([N:15](C)[C:16](=O)C)[CH:12]=[CH:13][CH:14]=2)[CH2:5][CH2:4]1)[CH3:2].S(=O)(=O)(O)O.[OH-].[Na+]. (2) The reactants are: [C:1]([O:5][C:6]([NH:8][C@@H:9]1[CH2:11][C@H:10]1[C:12]1[CH:13]=[C:14]([CH:18]=[CH:19][CH:20]=1)[C:15]([OH:17])=O)=[O:7])([CH3:4])([CH3:3])[CH3:2].F[P-](F)(F)(F)(F)F.N1(OC(N(C)C)=[N+](C)C)C2N=CC=CC=2N=N1.[F:45][C:46]1([F:53])[CH2:51][CH2:50][CH:49]([NH2:52])[CH2:48][CH2:47]1.C(N(CC)CC)C. Given the product [F:45][C:46]1([F:53])[CH2:51][CH2:50][CH:49]([NH:52][C:15]([C:14]2[CH:13]=[C:12]([C@@H:10]3[CH2:11][C@H:9]3[NH:8][C:6](=[O:7])[O:5][C:1]([CH3:2])([CH3:3])[CH3:4])[CH:20]=[CH:19][CH:18]=2)=[O:17])[CH2:48][CH2:47]1, predict the reactants needed to synthesize it.